From a dataset of Reaction yield outcomes from USPTO patents with 853,638 reactions. Predict the reaction yield, written as a fraction of the theoretical maximum amount of product (1.0 means a 100% yield; for example, 0.34 means a 34% yield). (1) The reactants are [Cl:1][C:2]1[C:7]([C:8]2[N:12]([S:13]([C:16]3[CH:21]=[CH:20][CH:19]=[C:18]([O:22][CH3:23])[CH:17]=3)(=[O:15])=[O:14])[CH:11]=[C:10]([CH2:24][N:25](C)[C:26](=O)OC(C)(C)C)[C:9]=2[F:34])=[CH:6][CH:5]=[CH:4][N:3]=1.C(OCC)(=O)C.Cl. The catalyst is C(OCC)(=O)C.CC(O)C. The product is [ClH:1].[Cl:1][C:2]1[C:7]([C:8]2[N:12]([S:13]([C:16]3[CH:21]=[CH:20][CH:19]=[C:18]([O:22][CH3:23])[CH:17]=3)(=[O:14])=[O:15])[CH:11]=[C:10]([CH2:24][NH:25][CH3:26])[C:9]=2[F:34])=[CH:6][CH:5]=[CH:4][N:3]=1. The yield is 0.730. (2) The reactants are CS(C)=O.[Cl:5][C:6]1[CH:7]=[C:8]2[C:16](=[C:17]([N+:20]([O-:22])=[O:21])[C:18]=1F)[NH:15][C:14]1[CH:13]=[N:12][CH:11]=[CH:10][C:9]2=1.[CH3:23][N:24]1[CH2:29][CH2:28][NH:27][CH2:26][CH2:25]1.CCN(C(C)C)C(C)C. The catalyst is O. The product is [Cl:5][C:6]1[CH:7]=[C:8]2[C:16](=[C:17]([N+:20]([O-:22])=[O:21])[C:18]=1[N:27]1[CH2:28][CH2:29][N:24]([CH3:23])[CH2:25][CH2:26]1)[NH:15][C:14]1[CH:13]=[N:12][CH:11]=[CH:10][C:9]2=1. The yield is 0.910. (3) The reactants are [N+:1]([C:4]1[C:5]([NH:9][C:10](=[O:12])[CH3:11])=[N:6][NH:7][CH:8]=1)([O-:3])=[O:2].Cl[CH2:14][C:15]([NH:17][C:18]1[CH:23]=[CH:22][CH:21]=[C:20]([F:24])[CH:19]=1)=[O:16].C(=O)([O-])[O-].[K+].[K+]. The catalyst is CN(C)C=O. The product is [C:10]([NH:9][C:5]1[C:4]([N+:1]([O-:3])=[O:2])=[CH:8][N:7]([CH2:14][C:15]([NH:17][C:18]2[CH:23]=[CH:22][CH:21]=[C:20]([F:24])[CH:19]=2)=[O:16])[N:6]=1)(=[O:12])[CH3:11]. The yield is 0.550.